Dataset: Forward reaction prediction with 1.9M reactions from USPTO patents (1976-2016). Task: Predict the product of the given reaction. Given the reactants [CH2:1]([N:8]1[C:13]([CH3:15])([CH3:14])[CH2:12][O:11][C:10]([CH2:17][CH2:18][OH:19])([CH3:16])[C:9]1=O)[C:2]1[CH:7]=[CH:6][CH:5]=[CH:4][CH:3]=1.CO, predict the reaction product. The product is: [CH2:1]([N:8]1[C:13]([CH3:14])([CH3:15])[CH2:12][O:11][C:10]([CH2:17][CH2:18][OH:19])([CH3:16])[CH2:9]1)[C:2]1[CH:3]=[CH:4][CH:5]=[CH:6][CH:7]=1.